This data is from Catalyst prediction with 721,799 reactions and 888 catalyst types from USPTO. The task is: Predict which catalyst facilitates the given reaction. (1) Reactant: [Cl:1][C:2]1[CH:7]=[CH:6][C:5]([C:8]([CH3:13])([CH3:12])[C:9]([OH:11])=O)=[CH:4][C:3]=1[O:14][CH3:15].Cl.[CH3:17][NH:18][O:19][CH3:20].CCN=C=NCCCN(C)C.Cl. Product: [Cl:1][C:2]1[CH:7]=[CH:6][C:5]([C:8]([CH3:13])([CH3:12])[C:9]([N:18]([O:19][CH3:20])[CH3:17])=[O:11])=[CH:4][C:3]=1[O:14][CH3:15]. The catalyst class is: 64. (2) Reactant: CO[C:3]1[CH:4]=[C:5]2[C:10](=[CH:11][C:12]=1OC[C@H]1CO1)[N:9]=[CH:8][N:7]=[C:6]2OC1C=C2C(=CC=1)NC(C)=C2.N1CCCC1. Product: [N:9]1[C:10]2[C:5](=[CH:4][CH:3]=[CH:12][CH:11]=2)[CH:6]=[N:7][CH:8]=1. The catalyst class is: 1. (3) Reactant: [CH2:1]([O:3][C:4]1[CH:9]=[CH:8][C:7]([F:10])=[CH:6][C:5]=1[C:11]1[C:12]2[CH:19]=[C:18]([C:20]3[CH2:21][CH2:22][N:23](C(OC(C)(C)C)=O)[CH2:24][CH:25]=3)[NH:17][C:13]=2[N:14]=[CH:15][N:16]=1)[CH3:2].FC(F)(F)C(O)=O. Product: [CH2:1]([O:3][C:4]1[CH:9]=[CH:8][C:7]([F:10])=[CH:6][C:5]=1[C:11]1[C:12]2[CH:19]=[C:18]([C:20]3[CH2:21][CH2:22][NH:23][CH2:24][CH:25]=3)[NH:17][C:13]=2[N:14]=[CH:15][N:16]=1)[CH3:2]. The catalyst class is: 4. (4) Reactant: C([O:5][C:6](=[O:44])[CH2:7][CH2:8][N:9](C(OC(C)(C)C)=O)[CH2:10][C:11]([N:13]1[C:21]2[C:16](=[CH:17][C:18]([O:22][CH2:23][C:24]3[CH:29]=[CH:28][C:27]([CH2:30][CH2:31][CH3:32])=[C:26]([C:33]([F:36])([F:35])[F:34])[CH:25]=3)=[CH:19][CH:20]=2)[CH2:15][CH2:14]1)=[O:12])(C)(C)C.[C:45]([OH:51])([C:47]([F:50])([F:49])[F:48])=[O:46]. Product: [OH:51][C:45]([C:47]([F:50])([F:49])[F:48])=[O:46].[CH2:30]([C:27]1[CH:28]=[CH:29][C:24]([CH2:23][O:22][C:18]2[CH:17]=[C:16]3[C:21](=[CH:20][CH:19]=2)[N:13]([C:11](=[O:12])[CH2:10][NH:9][CH2:8][CH2:7][C:6]([OH:44])=[O:5])[CH2:14][CH2:15]3)=[CH:25][C:26]=1[C:33]([F:36])([F:34])[F:35])[CH2:31][CH3:32]. The catalyst class is: 4. (5) Reactant: [CH:1]1[CH:2]=[CH:3][C:4]2[S:9][N:8]=[C:7]([N:10]3[CH2:15][CH2:14][N:13]([CH2:16][CH2:17][C:18]4[CH:19]=[C:20]5[CH2:28][C:26](=[O:27])[NH:25][C:21]5=[CH:22][C:23]=4[Cl:24])[CH2:12][CH2:11]3)[C:5]=2[CH:6]=1.Cl.S1C2C=CC=CC=2C(N2CCNCC2)=N1.ClCCC1C=C2C(=CC=1Cl)NC(=O)C2.[I-].[Na+].C(=O)([O-])[O-].[Na+].[Na+]. Product: [CH:1]1[CH:2]=[CH:3][C:4]2[S:9][N:8]=[C:7]([N:10]3[CH2:11][CH2:12][N:13]([CH2:16][CH2:17][C:18]4[CH:19]=[C:20]5[CH2:28][C:26](=[O:27])[NH:25][C:21]5=[CH:22][C:23]=4[Cl:24])[CH2:14][CH2:15]3)[C:5]=2[CH:6]=1. The catalyst class is: 824. (6) Product: [CH:20]([Si:19]([CH:26]([CH3:28])[CH3:27])([CH:23]([CH3:25])[CH3:24])[C:7]1[O:6][CH:10]=[CH:9][N:8]=1)([CH3:22])[CH3:21]. The catalyst class is: 27. Reactant: [Li]CCCC.[O:6]1[CH:10]=[CH:9][N:8]=[CH:7]1.O([Si:19]([CH:26]([CH3:28])[CH3:27])([CH:23]([CH3:25])[CH3:24])[CH:20]([CH3:22])[CH3:21])S(C(F)(F)F)(=O)=O.